From a dataset of Full USPTO retrosynthesis dataset with 1.9M reactions from patents (1976-2016). Predict the reactants needed to synthesize the given product. (1) Given the product [NH2:1][C:2]1[C:11]2[N:10]=[CH:9][C:8]([CH2:12][CH2:13][C:14]3[CH:15]=[CH:16][C:17]([C:18]([N:33]([CH2:32][CH2:31][N:30]([CH3:35])[CH3:29])[CH3:34])=[O:19])=[CH:21][CH:22]=3)=[CH:7][C:6]=2[C:5]2[CH:24]=[CH:25][C:26]([CH3:28])=[CH:27][C:4]=2[N:3]=1, predict the reactants needed to synthesize it. The reactants are: [NH2:1][C:2]1[C:11]2[N:10]=[CH:9][C:8]([CH2:12][CH2:13][C:14]3[CH:22]=[CH:21][C:17]([C:18](Cl)=[O:19])=[CH:16][C:15]=3C)=[CH:7][C:6]=2[C:5]2[CH:24]=[CH:25][C:26]([CH3:28])=[CH:27][C:4]=2[N:3]=1.[CH3:29][N:30]([CH3:35])[CH2:31][CH2:32][NH:33][CH3:34]. (2) Given the product [OH:23][C:19]1[CH:18]=[C:17]([OH:24])[CH:16]=[C:15]2[C:20]=1[C:21](=[O:22])[CH:12]=[C:13]([CH2:25][CH2:26][CH2:27][CH2:28][CH2:29][CH2:30][CH2:31][CH2:32][CH3:33])[O:14]2, predict the reactants needed to synthesize it. The reactants are: C([C:12]1[C:21](=[O:22])[C:20]2[C:15](=[CH:16][C:17]([OH:24])=[CH:18][C:19]=2[OH:23])[O:14][C:13]=1[CH2:25][CH2:26][CH2:27][CH2:28][CH2:29][CH2:30][CH2:31][CH2:32][CH3:33])(=O)CCCCCCCCC.[OH-].[Na+]. (3) Given the product [F:36][C:32]1[C:24]2[N:25]([CH2:26][CH2:27][CH2:28][CH2:29][O:30][CH3:31])[C:21]([C:19]([N:14]([CH2:15][CH:16]([CH3:17])[CH3:18])[C@H:12]3[CH2:11][C@@H:10]([C:37]([N:40]4[CH2:45][CH2:44][O:43][CH2:42][CH2:41]4)=[O:38])[CH2:9][N:8]([C:6]([O:5][C:1]([CH3:3])([CH3:4])[CH3:2])=[O:7])[CH2:13]3)=[O:20])=[N:22][C:23]=2[CH:35]=[CH:34][CH:33]=1, predict the reactants needed to synthesize it. The reactants are: [C:1]([O:5][C:6]([N:8]1[CH2:13][C@@H:12]([N:14]([C:19]([C:21]2[N:25]([CH2:26][CH2:27][CH2:28][CH2:29][O:30][CH3:31])[C:24]3[C:32]([F:36])=[CH:33][CH:34]=[CH:35][C:23]=3[N:22]=2)=[O:20])[CH2:15][CH:16]([CH3:18])[CH3:17])[CH2:11][C@@H:10]([C:37](O)=[O:38])[CH2:9]1)=[O:7])([CH3:4])([CH3:3])[CH3:2].[NH:40]1[CH2:45][CH2:44][O:43][CH2:42][CH2:41]1.C1C=CC2N(O)N=NC=2C=1.CCN=C=NCCCN(C)C.Cl. (4) Given the product [N:1]1([C@H:2]2[CH2:7][CH2:6][CH2:5][CH2:4][C@H:3]2[NH:8][C:9](=[O:26])[C:10]2[C:15]([C:16]([F:19])([F:18])[F:17])=[CH:14][C:13]([C:20]([F:21])([F:22])[F:23])=[CH:12][C:11]=2[O:24][CH3:25])[CH2:30][CH2:29][CH2:28]1, predict the reactants needed to synthesize it. The reactants are: [NH2:1][C@H:2]1[CH2:7][CH2:6][CH2:5][CH2:4][C@H:3]1[NH:8][C:9](=[O:26])[C:10]1[C:15]([C:16]([F:19])([F:18])[F:17])=[CH:14][C:13]([C:20]([F:23])([F:22])[F:21])=[CH:12][C:11]=1[O:24][CH3:25].Br[CH2:28][CH2:29][CH2:30]Br. (5) Given the product [C:1]([C:5]1[C:6]([OH:14])=[C:7]([C:8]([CH3:13])=[C:9]([O:11][CH3:12])[CH:10]=1)[C:30]([NH:29][C:17]1[CH:18]=[CH:19][C:20]([S:22]([C:25]([F:26])([F:27])[F:28])(=[O:23])=[O:24])=[CH:21][C:16]=1[Cl:15])=[O:31])([CH3:4])([CH3:3])[CH3:2], predict the reactants needed to synthesize it. The reactants are: [C:1]([C:5]1[CH:10]=[C:9]([O:11][CH3:12])[C:8]([CH3:13])=[CH:7][C:6]=1[OH:14])([CH3:4])([CH3:3])[CH3:2].[Cl:15][C:16]1[CH:21]=[C:20]([S:22]([C:25]([F:28])([F:27])[F:26])(=[O:24])=[O:23])[CH:19]=[CH:18][C:17]=1[N:29]=[C:30]=[O:31].